This data is from Full USPTO retrosynthesis dataset with 1.9M reactions from patents (1976-2016). The task is: Predict the reactants needed to synthesize the given product. (1) The reactants are: [N:1]1[CH:6]=[CH:5][C:4]([C:7]([OH:9])=O)=[CH:3][CH:2]=1.CN(C(ON1N=NC2C=CC=NC1=2)=[N+](C)C)C.F[P-](F)(F)(F)(F)F.[Br:34][C:35]1[C:43]2[C:42]([N:44]3[CH2:49][CH2:48][CH:47]([NH:50][CH3:51])[CH2:46][CH2:45]3)=[N:41][CH:40]=[N:39][C:38]=2[N:37]([S:52]([C:55]2[CH:60]=[CH:59][CH:58]=[CH:57][CH:56]=2)(=[O:54])=[O:53])[CH:36]=1.CCN(C(C)C)C(C)C.C([O-])([O-])=O.[Na+].[Na+]. Given the product [Br:34][C:35]1[C:43]2[C:42]([N:44]3[CH2:49][CH2:48][CH:47]([N:50]([CH3:51])[C:7]([C:4]4[CH:3]=[CH:2][N:1]=[CH:6][CH:5]=4)=[O:9])[CH2:46][CH2:45]3)=[N:41][CH:40]=[N:39][C:38]=2[N:37]([S:52]([C:55]2[CH:60]=[CH:59][CH:58]=[CH:57][CH:56]=2)(=[O:54])=[O:53])[CH:36]=1, predict the reactants needed to synthesize it. (2) Given the product [F:1][CH:2]([F:29])[O:3][C:4]1[CH:5]=[CH:6][C:7]([CH:10]2[CH2:11][CH:12]([C:26]3[O:27][N:33]=[C:32]([O:34][CH2:35][CH3:36])[N:31]=3)[CH2:13][N:14]([C:16]([N:18]3[CH2:19][CH2:20][S:21](=[O:25])(=[O:24])[CH2:22][CH2:23]3)=[O:17])[CH2:15]2)=[CH:8][CH:9]=1, predict the reactants needed to synthesize it. The reactants are: [F:1][CH:2]([F:29])[O:3][C:4]1[CH:9]=[CH:8][C:7]([CH:10]2[CH2:15][N:14]([C:16]([N:18]3[CH2:23][CH2:22][S:21](=[O:25])(=[O:24])[CH2:20][CH2:19]3)=[O:17])[CH2:13][CH:12]([C:26](O)=[O:27])[CH2:11]2)=[CH:6][CH:5]=1.O[N:31]=[C:32]([O:34][CH2:35][CH3:36])[NH2:33].CN(C(ON1N=NC2C=CC=NC1=2)=[N+](C)C)C.F[P-](F)(F)(F)(F)F.C(N(CC)C(C)C)(C)C. (3) Given the product [Br:1][C:2]1[CH:3]=[C:4]([NH:10][C:11]2[S:40][C:34]3[CH2:33][N:32]([CH3:31])[CH2:13][CH2:14][C:15]=3[N:16]=2)[C:5](=[O:9])[N:6]([CH3:8])[CH:7]=1, predict the reactants needed to synthesize it. The reactants are: [Br:1][C:2]1[CH:3]=[C:4]([NH:10][C:11]2[N:16]=[CH:15][C:14](N3CCN(C(OC(C)(C)C)=O)C[C@@H]3C)=[CH:13]C=2)[C:5](=[O:9])[N:6]([CH3:8])[CH:7]=1.[CH3:31][N:32]1CCC2N=C(N)[S:40][C:34]=2[CH2:33]1.BrC1C(=O)N(C)C=C(Br)C=1.